This data is from Full USPTO retrosynthesis dataset with 1.9M reactions from patents (1976-2016). The task is: Predict the reactants needed to synthesize the given product. Given the product [Si:12]([O:11][C@@H:9]1[CH2:8][C:7](=[O:19])[C@@H:6]2[C@H:10]1[C@@:5]2([F:20])[C:3]([O:2][CH3:1])=[O:4])([C:15]([CH3:18])([CH3:17])[CH3:16])([CH3:14])[CH3:13], predict the reactants needed to synthesize it. The reactants are: [CH3:1][O:2][C:3]([C@:5]1([F:20])[C@@H:10]2[C@H:6]1[C@@H:7]([OH:19])[CH2:8][C@H:9]2[O:11][Si:12]([C:15]([CH3:18])([CH3:17])[CH3:16])([CH3:14])[CH3:13])=[O:4].C(O)(=O)C.O.Cl[O-].[Na+].